The task is: Regression/Classification. Given a drug SMILES string, predict its absorption, distribution, metabolism, or excretion properties. Task type varies by dataset: regression for continuous measurements (e.g., permeability, clearance, half-life) or binary classification for categorical outcomes (e.g., BBB penetration, CYP inhibition). Dataset: cyp3a4_veith.. This data is from CYP3A4 inhibition data for predicting drug metabolism from PubChem BioAssay. (1) The drug is CCN(CC)C(=O)COc1ccc(S(=O)(=O)N2CCOCC2)cc1. The result is 0 (non-inhibitor). (2) The compound is COCCCNC(=O)C1C2C=CC3(CN(Cc4ccc(C)cc4)C(=O)C13)O2. The result is 1 (inhibitor). (3) The molecule is N[C@@H](CCCCP(=O)(O)O)C(=O)O. The result is 0 (non-inhibitor). (4) The drug is Cn1c(=O)c(-c2cccc(Cl)c2)nc2cncnc21. The result is 0 (non-inhibitor). (5) The compound is CCCC[N+]12CCC(CC1)C(C(=O)c1cccs1)C2.[Br-]. The result is 0 (non-inhibitor).